From a dataset of Full USPTO retrosynthesis dataset with 1.9M reactions from patents (1976-2016). Predict the reactants needed to synthesize the given product. Given the product [CH3:1][O:2][CH2:3][O:4][C:5]1[CH:12]=[CH:11][C:8]([CH:9]([OH:10])[C:14]([F:16])([F:15])[F:13])=[CH:7][CH:6]=1, predict the reactants needed to synthesize it. The reactants are: [CH3:1][O:2][CH2:3][O:4][C:5]1[CH:12]=[CH:11][C:8]([CH:9]=[O:10])=[CH:7][CH:6]=1.[F:13][C:14]([Si](C)(C)C)([F:16])[F:15].[F-].C([N+](CCCC)(CCCC)CCCC)CCC.O.